From a dataset of Full USPTO retrosynthesis dataset with 1.9M reactions from patents (1976-2016). Predict the reactants needed to synthesize the given product. (1) Given the product [Cl:12][C:10]1[S:11][C:6]2[CH:5]=[C:4]([C:1](=[O:3])[NH:14][CH:15]3[CH2:23][C:22]4[C:17](=[CH:18][CH:19]=[CH:20][CH:21]=4)[CH:16]3[N:24]([C:26]([O:28][C:29]([CH3:32])([CH3:31])[CH3:30])=[O:27])[CH3:25])[NH:8][C:7]=2[C:9]=1[Cl:13], predict the reactants needed to synthesize it. The reactants are: [C:1]([C:4]1[NH:8][C:7]2[C:9]([Cl:13])=[C:10]([Cl:12])[S:11][C:6]=2[CH:5]=1)([OH:3])=O.[NH2:14][C@H:15]1[CH2:23][C:22]2[C:17](=[CH:18][CH:19]=[CH:20][CH:21]=2)[C@H:16]1[N:24]([C:26]([O:28][C:29]([CH3:32])([CH3:31])[CH3:30])=[O:27])[CH3:25].CCN(C(C)C)C(C)C.C1C=CC2N(O)N=NC=2C=1.CCN=C=NCCCN(C)C. (2) Given the product [C:6]([C:38]#[CH:39])([O:5][C:1]([CH3:2])([CH3:3])[CH3:4])=[O:33], predict the reactants needed to synthesize it. The reactants are: [C:1]([O:5][C:6](=[O:33])NC(CC1C=C(F)C=C(F)C=1)C(O)CNC1(C2C=CC=C(C#C)C=2)CC1)([CH3:4])([CH3:3])[CH3:2].Cl.CO.O1CCO[CH2:39][CH2:38]1.